This data is from Full USPTO retrosynthesis dataset with 1.9M reactions from patents (1976-2016). The task is: Predict the reactants needed to synthesize the given product. (1) The reactants are: [CH3:1][O:2][C:3]1[C:8]([O:9][CH3:10])=[CH:7][CH:6]=[CH:5][C:4]=1[CH:11]=[CH:12][CH2:13][C:14]([OH:16])=[O:15]. Given the product [CH3:1][O:2][C:3]1[C:8]([O:9][CH3:10])=[CH:7][CH:6]=[CH:5][C:4]=1[CH2:11][CH2:12][CH2:13][C:14]([OH:16])=[O:15], predict the reactants needed to synthesize it. (2) Given the product [I:10][C:9]1[CH:8]=[CH:7][CH:6]=[C:5]2[C:4]=1[C:3](=[O:13])[N:25]([CH2:24][CH2:23][CH2:22][C:19]1[CH:18]=[CH:17][C:16]([O:15][CH3:14])=[CH:21][CH:20]=1)[CH2:11]2, predict the reactants needed to synthesize it. The reactants are: CO[C:3](=[O:13])[C:4]1[C:9]([I:10])=[CH:8][CH:7]=[CH:6][C:5]=1[CH2:11]Br.[CH3:14][O:15][C:16]1[CH:21]=[CH:20][C:19]([CH2:22][CH2:23][CH2:24][NH2:25])=[CH:18][CH:17]=1.C([O-])([O-])=O.[K+].[K+].C(OCC)(=O)C.